Dataset: Full USPTO retrosynthesis dataset with 1.9M reactions from patents (1976-2016). Task: Predict the reactants needed to synthesize the given product. (1) The reactants are: [N:1]([CH2:4][C@@H:5]([OH:35])[C@@H:6]([NH:16][C:17](=[O:34])[C:18]1[CH:32]=[C:31]([CH3:33])[CH:30]=[C:20]([C:21]([N:23]([CH2:27][CH2:28][CH3:29])[CH2:24][CH2:25][CH3:26])=[O:22])[CH:19]=1)[CH2:7][C:8]1[CH:13]=[C:12]([F:14])[CH:11]=[C:10]([F:15])[CH:9]=1)=[N+]=[N-].[C:36]([O:39]CC)(=[O:38])[CH3:37]. Given the product [C:36]([OH:39])(=[O:38])[CH3:37].[NH2:1][CH2:4][C@@H:5]([OH:35])[C@@H:6]([NH:16][C:17](=[O:34])[C:18]1[CH:32]=[C:31]([CH3:33])[CH:30]=[C:20]([C:21]([N:23]([CH2:24][CH2:25][CH3:26])[CH2:27][CH2:28][CH3:29])=[O:22])[CH:19]=1)[CH2:7][C:8]1[CH:13]=[C:12]([F:14])[CH:11]=[C:10]([F:15])[CH:9]=1, predict the reactants needed to synthesize it. (2) Given the product [N:1]([CH2:4][C:5]([NH:7][C@H:8]([CH2:14][S:15][CH2:16][C:17]1[CH:22]=[CH:21][CH:20]=[C:19]([OH:23])[CH:18]=1)[C:9]([O:11][CH2:12][CH3:13])=[O:10])=[O:6])=[N+:2]=[N-:3], predict the reactants needed to synthesize it. The reactants are: [N:1]([CH2:4][C:5]([NH:7][C@H:8]([CH2:14][S:15][CH2:16][C:17]1[CH:22]=[CH:21][CH:20]=[C:19]([O:23]C2CCCCO2)[CH:18]=1)[C:9]([O:11][CH2:12][CH3:13])=[O:10])=[O:6])=[N+:2]=[N-:3].Cl. (3) Given the product [C:1]1([C:7]2[N:12]=[C:11]3[CH2:13][CH2:14][CH2:15][N:16]([CH2:17][C:18]4[CH:19]=[C:20]([CH:21]=[CH:22][CH:23]=4)[O:24][CH2:38][C:39]([O:41][CH2:42][CH3:43])=[O:40])[C:10]3=[N:9][C:8]=2[C:25]2[CH:26]=[CH:27][CH:28]=[CH:29][CH:30]=2)[CH:2]=[CH:3][CH:4]=[CH:5][CH:6]=1, predict the reactants needed to synthesize it. The reactants are: [C:1]1([C:7]2[N:12]=[C:11]3[CH2:13][CH2:14][CH2:15][N:16]([CH2:17][C:18]4[CH:19]=[C:20]([OH:24])[CH:21]=[CH:22][CH:23]=4)[C:10]3=[N:9][C:8]=2[C:25]2[CH:30]=[CH:29][CH:28]=[CH:27][CH:26]=2)[CH:6]=[CH:5][CH:4]=[CH:3][CH:2]=1.C(=O)([O-])[O-].[K+].[K+].Br[CH2:38][C:39]([O:41][CH2:42][CH3:43])=[O:40]. (4) The reactants are: [OH:1][CH:2]([C:6]1[CH:11]=[CH:10][C:9]([C:12]2[N:16]=[C:15]([C:17]3[O:21][N:20]=[C:19]([C:22]4[CH:27]=[CH:26][CH:25]=[CH:24][CH:23]=4)[C:18]=3[C:28]([F:31])([F:30])[F:29])[O:14][N:13]=2)=[CH:8][CH:7]=1)[C:3]([OH:5])=O.[CH3:32][C:33]1[O:37][N:36]=[C:35]([CH2:38][NH2:39])[CH:34]=1.CN1CCOCC1.CN(C(ON1N=NC2C=CC=NC1=2)=[N+](C)C)C.F[P-](F)(F)(F)(F)F. Given the product [OH:1][CH:2]([C:6]1[CH:7]=[CH:8][C:9]([C:12]2[N:16]=[C:15]([C:17]3[O:21][N:20]=[C:19]([C:22]4[CH:23]=[CH:24][CH:25]=[CH:26][CH:27]=4)[C:18]=3[C:28]([F:31])([F:30])[F:29])[O:14][N:13]=2)=[CH:10][CH:11]=1)[C:3]([NH:39][CH2:38][C:35]1[CH:34]=[C:33]([CH3:32])[O:37][N:36]=1)=[O:5], predict the reactants needed to synthesize it. (5) Given the product [CH3:2][NH:3][CH:11]1[CH2:12][C:13](=[O:14])[N:8]2[C@@H:9]([C@@H:15]3[C@@H:16]4[C@H:6]([CH2:7]2)[CH2:5][CH2:4][CH2:18][N:17]4[CH2:19][CH2:20][CH2:21]3)[CH2:10]1, predict the reactants needed to synthesize it. The reactants are: [Na].[CH3:2][NH2:3].[CH2:4]1[CH2:18][N:17]2[CH2:19][CH2:20][CH2:21][C@H:15]3[C@@H:16]2[C@H:6]([CH2:7][N:8]2[C:13](=[O:14])[CH:12]=[CH:11][CH2:10][C@@H:9]23)[CH2:5]1. (6) The reactants are: Cl.[CH3:2][O:3][C:4]1[CH:5]=[C:6]([CH:8]=[CH:9][C:10]=1[N:11]1[CH:15]=[C:14]([CH3:16])[N:13]=[CH:12]1)[NH2:7].[N:17]#[C:18][NH2:19].Cl. Given the product [CH3:2][O:3][C:4]1[CH:5]=[C:6]([NH:7][C:18]([NH2:19])=[NH:17])[CH:8]=[CH:9][C:10]=1[N:11]1[CH:15]=[C:14]([CH3:16])[N:13]=[CH:12]1, predict the reactants needed to synthesize it.